This data is from Carcinogenicity classification data from Lagunin et al.. The task is: Regression/Classification. Given a drug SMILES string, predict its toxicity properties. Task type varies by dataset: regression for continuous values (e.g., LD50, hERG inhibition percentage) or binary classification for toxic/non-toxic outcomes (e.g., AMES mutagenicity, cardiotoxicity, hepatotoxicity). Dataset: carcinogens_lagunin. (1) The molecule is CC[C@H]1C2C[C@H]3[C@@H]4N(C)c5ccccc5C45C[C@H](C2[C@H]5O)N3[C@@H]1O. The result is 0 (non-carcinogenic). (2) The drug is CN[C@H](C)[C@@H]1CC[C@@H](N)[C@@H](O[C@@H]2[C@@H](N)C[C@@H](N)[C@H](O[C@H]3OC[C@](C)(O)[C@H](NC)[C@H]3O)[C@H]2O)O1. The result is 0 (non-carcinogenic). (3) The drug is O=C(O)C=Cc1ccc(O)c(O)c1. The result is 0 (non-carcinogenic). (4) The compound is O=C(c1ccc(F)cc1)C1CCN(CCn2c(=O)[nH]c3ccccc3c2=O)CC1. The result is 0 (non-carcinogenic). (5) The drug is CC(=O)OCC1=C(C(=O)O)N2C(=O)[C@@H](N)[C@H]2SC1. The result is 0 (non-carcinogenic). (6) The compound is Nc1cc(S(=O)(=O)O)cc2cc(S(=O)(=O)O)c(/N=N/c3ccc(-c4ccc(/N=N/c5c(S(=O)(=O)O)cc6cc(S(=O)(=O)O)cc(N)c6c5O)c(O)c4)cc3O)c(O)c12. The result is 1 (carcinogenic). (7) The compound is CC(=O)N([Na])S(=O)(=O)c1ccc(N)cc1. The result is 0 (non-carcinogenic). (8) The drug is CN[C@@H]1[C@H](O[C@H]2[C@H](O[C@@H]3[C@@H](O)[C@H](O)[C@@H](NC(=N)N)[C@H](O)[C@H]3NC(=N)N)O[C@@H](C)[C@]2(O)C=O)O[C@@H](CO)[C@H](O)[C@H]1O. The result is 0 (non-carcinogenic).